Dataset: Catalyst prediction with 721,799 reactions and 888 catalyst types from USPTO. Task: Predict which catalyst facilitates the given reaction. Reactant: Cl[CH:2]([C:21]1[CH:26]=[CH:25][C:24]([Cl:27])=[CH:23][CH:22]=1)[C:3]1[CH:4]=[CH:5][C:6]2[NH:12][C:11](=[O:13])[CH2:10][N:9]=[C:8]([C:14]3[CH:19]=[CH:18][CH:17]=[CH:16][CH:15]=3)[C:7]=2[CH:20]=1.[NH:28]1[CH:32]=[CH:31][N:30]=[CH:29]1.C([O-])([O-])=O.[K+].[K+]. Product: [Cl:27][C:24]1[CH:25]=[CH:26][C:21]([CH:2]([N:28]2[CH:32]=[CH:31][N:30]=[CH:29]2)[C:3]2[CH:4]=[CH:5][C:6]3[NH:12][C:11](=[O:13])[CH2:10][N:9]=[C:8]([C:14]4[CH:19]=[CH:18][CH:17]=[CH:16][CH:15]=4)[C:7]=3[CH:20]=2)=[CH:22][CH:23]=1. The catalyst class is: 10.